The task is: Predict the product of the given reaction.. This data is from Forward reaction prediction with 1.9M reactions from USPTO patents (1976-2016). (1) Given the reactants [Cl:1][C:2]1[CH:3]=[C:4]([C:8]2[N:13]=[C:12]([C:14]([OH:16])=O)[CH:11]=[CH:10][CH:9]=2)[CH:5]=[CH:6][CH:7]=1.[CH3:17][C:18]([NH2:25])([C:20]1[N:24]=[CH:23][O:22][N:21]=1)[CH3:19], predict the reaction product. The product is: [CH3:17][C:18]([NH:25][C:14]([C:12]1[CH:11]=[CH:10][CH:9]=[C:8]([C:4]2[CH:5]=[CH:6][CH:7]=[C:2]([Cl:1])[CH:3]=2)[N:13]=1)=[O:16])([C:20]1[N:24]=[CH:23][O:22][N:21]=1)[CH3:19]. (2) Given the reactants [O:1]1[CH2:6][CH:5]=[C:4]([C:7]2[N:15]=[C:14]([C:16]3[CH:21]=[CH:20][CH:19]=[C:18]([OH:22])[CH:17]=3)[N:13]=[C:12]3[C:8]=2[NH:9][C:10](=O)[NH:11]3)[CH2:3][CH2:2]1.[C:24]([O-:27])([O-])=O.[K+].[K+].[CH2:30](Br)[C:31]1[CH:36]=[CH:35][CH:34]=[CH:33][CH:32]=1, predict the reaction product. The product is: [CH2:10]([N:9]1[C:8]2[C:12](=[N:13][C:14]([C:16]3[CH:21]=[CH:20][CH:19]=[C:18]([OH:22])[CH:17]=3)=[N:15][C:7]=2[C:4]2[CH2:3][CH2:2][O:1][CH2:6][CH:5]=2)[N:11]([CH2:30][C:31]2[CH:36]=[CH:35][CH:34]=[CH:33][CH:32]=2)[C:24]1=[O:27])[C:16]1[CH:21]=[CH:20][CH:19]=[CH:18][CH:17]=1. (3) Given the reactants [H-].[Na+].[CH2:3]([OH:10])[C:4]1[CH:9]=[CH:8][CH:7]=[CH:6][CH:5]=1.[Cl:11][C:12]1[CH:13]=[C:14]([F:19])[C:15](F)=[N:16][CH:17]=1.O, predict the reaction product. The product is: [CH2:3]([O:10][C:15]1[C:14]([F:19])=[CH:13][C:12]([Cl:11])=[CH:17][N:16]=1)[C:4]1[CH:9]=[CH:8][CH:7]=[CH:6][CH:5]=1. (4) The product is: [CH:2]1([CH2:8][NH:9][C:10](=[O:33])[C@H:11]([NH:14][C:15]2[CH:20]=[N:19][C:18](/[CH:21]=[CH:22]/[C:23]([NH:24][OH:25])=[O:32])=[CH:17][N:16]=2)[CH2:12][CH3:13])[CH2:7][CH2:6][CH2:5][CH2:4][CH2:3]1. Given the reactants Cl.[CH:2]1([CH2:8][NH:9][C:10](=[O:33])[C@H:11]([NH:14][C:15]2[CH:20]=[N:19][C:18](/[CH:21]=[CH:22]/[C:23](=[O:32])[NH:24][O:25]C3CCCCO3)=[CH:17][N:16]=2)[CH2:12][CH3:13])[CH2:7][CH2:6][CH2:5][CH2:4][CH2:3]1, predict the reaction product. (5) The product is: [Cl:61][C:62]1([Cl:65])[CH:56]2[CH:55]([CH:54]([CH2:53][CH2:52][CH2:51][CH2:50][CH:49]([O:48][CH2:46][CH3:47])[CH2:59][CH3:60])[CH2:58][CH2:57]2)[C:63]1=[O:64].[Cl:61][C:62]1([Cl:65])[C:63](=[O:64])[CH:15]2[CH:16]1[CH:9]([CH2:8][CH2:7][CH2:6][CH2:5][CH:4]([O:3][CH2:1][CH3:2])[CH2:18][CH3:19])[CH2:10][CH2:14]2. Given the reactants [CH2:1]([O:3][CH:4]([CH2:18][CH3:19])[CH2:5][CH2:6][CH2:7][CH2:8][CH:9]1[CH2:16][CH2:15][CH:14]2[CH:10]1CC(=O)C2)[CH3:2].COCCCCCCCC1(C2CCCCCCC2)CCCCCCC1=O.[CH2:46]([O:48][CH:49]([CH2:59][CH3:60])[CH2:50][CH2:51][CH2:52][CH2:53][CH:54]1[CH2:58][CH2:57][CH:56]=[CH:55]1)[CH3:47].[Cl:61][C:62]([Cl:65])=[C:63]=[O:64], predict the reaction product. (6) The product is: [O:9]1[C:8]2[CH:7]=[CH:6][C:5]([C:10]3[C:19]([N:20]([CH3:24])[CH:21]([CH3:23])[CH3:22])=[N:18][C:17]4[C:12](=[CH:13][CH:14]=[C:15]([C:25]([O:27][CH2:28][C:29]5[CH:30]=[CH:31][C:32]([O:35][CH3:36])=[CH:33][CH:34]=5)=[O:26])[CH:16]=4)[N:11]=3)=[CH:4][C:3]=2[CH:1]=[N:37]1. Given the reactants [CH:1]([C:3]1[CH:4]=[C:5]([C:10]2[C:19]([N:20]([CH3:24])[CH:21]([CH3:23])[CH3:22])=[N:18][C:17]3[C:12](=[CH:13][CH:14]=[C:15]([C:25]([O:27][CH2:28][C:29]4[CH:34]=[CH:33][C:32]([O:35][CH3:36])=[CH:31][CH:30]=4)=[O:26])[CH:16]=3)[N:11]=2)[CH:6]=[CH:7][C:8]=1[OH:9])=O.[NH2:37]OS(O)(=O)=O.CO, predict the reaction product. (7) Given the reactants Br[C:2]1[CH:7]=[CH:6][C:5]([CH:8]([CH3:26])[C:9]([C:15]2[CH:16]=[CH:17][C:18]3[O:22][C:21](=[O:23])[N:20]([CH3:24])[C:19]=3[CH:25]=2)([OH:14])[C:10]([F:13])([F:12])[F:11])=[C:4]([Cl:27])[CH:3]=1.[F:28][C:29]1[CH:30]=[C:31](B(O)O)[CH:32]=[CH:33][C:34]=1[C:35]([O:37][CH3:38])=[O:36].C([O-])([O-])=O.[Na+].[Na+], predict the reaction product. The product is: [CH3:38][O:37][C:35]([C:34]1[CH:33]=[CH:32][C:31]([C:2]2[CH:7]=[CH:6][C:5]([CH:8]([CH3:26])[C:9]([OH:14])([C:15]3[CH:16]=[CH:17][C:18]4[O:22][C:21](=[O:23])[N:20]([CH3:24])[C:19]=4[CH:25]=3)[C:10]([F:11])([F:13])[F:12])=[C:4]([Cl:27])[CH:3]=2)=[CH:30][C:29]=1[F:28])=[O:36]. (8) The product is: [C:40]([NH:43][CH2:44][CH2:45][NH:46][C:16]([C:15]1[C:11]2[CH2:10][O:9][C:7]3[CH:8]=[C:3]([O:2][CH3:1])[C:4]([CH:24]=[C:25]([CH3:26])[CH3:27])=[CH:5][C:6]=3[C:12]=2[N:13]([C:19]2[CH:23]=[CH:22][S:21][CH:20]=2)[N:14]=1)=[O:17])(=[O:42])[CH3:41]. Given the reactants [CH3:1][O:2][C:3]1[C:4]([CH:24]=[C:25]([CH3:27])[CH3:26])=[CH:5][C:6]2[C:12]3[N:13]([C:19]4[CH:23]=[CH:22][S:21][CH:20]=4)[N:14]=[C:15]([C:16](O)=[O:17])[C:11]=3[CH2:10][O:9][C:7]=2[CH:8]=1.C(Cl)Cl.C(N(CC)C(C)C)(C)C.[C:40]([NH:43][CH2:44][CH2:45][NH2:46])(=[O:42])[CH3:41].C(P1(=O)OP(CCC)(=O)OP(CCC)(=O)O1)CC, predict the reaction product. (9) Given the reactants Br[C:2]1[C:3]([O:17][CH3:18])=[C:4]([C:13]([O:15][CH3:16])=[O:14])[C:5]2[N:6]=[CH:7][C:8](Cl)=[N:9][C:10]=2[CH:11]=1.C([Sn](CCCC)(CCCC)[C:24]1[S:25][CH:26]=[CH:27][N:28]=1)CCC, predict the reaction product. The product is: [CH3:18][O:17][C:3]1[C:2]([C:24]2[S:25][CH:26]=[CH:27][N:28]=2)=[CH:11][C:10]2[N:9]=[C:8]([C:24]3[S:25][CH:26]=[CH:27][N:28]=3)[CH:7]=[N:6][C:5]=2[C:4]=1[C:13]([O:15][CH3:16])=[O:14]. (10) Given the reactants C([O:4][CH2:5][C@@H:6]1[C@@H:11]([O:12]C(=O)C)[C@H:10]([O:16]C(=O)C)[C@H:9]([O:20]C(=O)C)[C@@H:8]([C:24]2[CH:29]=[CH:28][CH:27]=[C:26]([C:30]#[C:31][C:32]3[CH:37]=[CH:36][CH:35]=[CH:34][CH:33]=3)[CH:25]=2)[O:7]1)(=O)C.C[O-].[Na+], predict the reaction product. The product is: [OH:4][CH2:5][C@@H:6]1[C@@H:11]([OH:12])[C@H:10]([OH:16])[C@H:9]([OH:20])[C@@H:8]([C:24]2[CH:29]=[CH:28][CH:27]=[C:26]([C:30]#[C:31][C:32]3[CH:37]=[CH:36][CH:35]=[CH:34][CH:33]=3)[CH:25]=2)[O:7]1.